Dataset: Peptide-MHC class I binding affinity with 185,985 pairs from IEDB/IMGT. Task: Regression. Given a peptide amino acid sequence and an MHC pseudo amino acid sequence, predict their binding affinity value. This is MHC class I binding data. (1) The peptide sequence is AENQLFHST. The MHC is HLA-C04:01 with pseudo-sequence HLA-C04:01. The binding affinity (normalized) is 0.213. (2) The peptide sequence is GWGNGCGLF. The MHC is HLA-A24:03 with pseudo-sequence HLA-A24:03. The binding affinity (normalized) is 0.838. (3) The peptide sequence is YTGDFDSVI. The MHC is HLA-A68:01 with pseudo-sequence HLA-A68:01. The binding affinity (normalized) is 0.00383. (4) The peptide sequence is TLLESFLFY. The MHC is HLA-B40:01 with pseudo-sequence HLA-B40:01. The binding affinity (normalized) is 0.0847. (5) The peptide sequence is YQTLAFPPI. The MHC is H-2-Db with pseudo-sequence H-2-Db. The binding affinity (normalized) is 0.446. (6) The peptide sequence is EDPDEGTAGV. The MHC is Mamu-A11 with pseudo-sequence Mamu-A11. The binding affinity (normalized) is 0.